Dataset: Catalyst prediction with 721,799 reactions and 888 catalyst types from USPTO. Task: Predict which catalyst facilitates the given reaction. (1) Reactant: [Br:1][C:2]1[CH:7]=[CH:6][C:5]([O:8][CH:9]([F:11])[F:10])=[C:4]([O:12][CH:13]([CH:16]2[CH2:18][CH2:17]2)[C:14]#[CH:15])[CH:3]=1.C(N(CC)C1C=CC=CC=1)C.Cl. Product: [Br:1][C:2]1[CH:7]=[CH:6][C:5]([O:8][CH:9]([F:11])[F:10])=[C:4]2[C:3]=1[CH:15]=[CH:14][CH:13]([CH:16]1[CH2:18][CH2:17]1)[O:12]2. The catalyst class is: 6. (2) Reactant: Br[CH2:2][CH2:3][CH2:4][CH2:5][CH2:6][CH2:7][CH2:8][C:9]([O:11][CH2:12][CH3:13])=[O:10].[I-:14].[Na+]. Product: [I:14][CH2:2][CH2:3][CH2:4][CH2:5][CH2:6][CH2:7][CH2:8][C:9]([O:11][CH2:12][CH3:13])=[O:10]. The catalyst class is: 21. (3) Reactant: [Cl:1][C:2]1[C:7]([CH3:8])=[CH:6][N:5]=[CH:4][N:3]=1.[Br:9]N1C(=O)CCC1=O.CC(N=NC(C#N)(C)C)(C#N)C. Product: [Br:9][CH2:8][C:7]1[C:2]([Cl:1])=[N:3][CH:4]=[N:5][CH:6]=1. The catalyst class is: 53. (4) Reactant: Br[C:2]1[C:11]([N:12]([CH:14]2[CH2:18][CH2:17][CH2:16][CH2:15]2)[CH3:13])=[CH:10][CH:9]=[CH:8][C:3]=1[C:4]([O:6][CH3:7])=[O:5].[CH3:19][C:20]1(C)C(C)(C)OB(C=C)O1.C([O-])([O-])=O.[Na+].[Na+]. Product: [CH:14]1([N:12]([CH3:13])[C:11]2[C:2]([CH:19]=[CH2:20])=[C:3]([CH:8]=[CH:9][CH:10]=2)[C:4]([O:6][CH3:7])=[O:5])[CH2:18][CH2:17][CH2:16][CH2:15]1. The catalyst class is: 70. (5) Reactant: [Cl:1][C:2]1[CH:3]=[C:4]2[C:9](=[CH:10][C:11]=1[O:12][C:13]1[CH:18]=[CH:17][C:16]([C:19](=[O:38])[NH:20][C:21]3[N:22]=[N:23][C:24]([C:27]4[CH:32]=[CH:31][C:30]([C:33]([F:36])([F:35])[F:34])=[CH:29][C:28]=4[Cl:37])=[CH:25][CH:26]=3)=[CH:15][CH:14]=1)[O:8][CH2:7][CH2:6][CH:5]2[C:39]([OH:41])=[O:40].C[O-].[Na+:44]. Product: [Cl:1][C:2]1[CH:3]=[C:4]2[C:9](=[CH:10][C:11]=1[O:12][C:13]1[CH:18]=[CH:17][C:16]([C:19](=[O:38])[NH:20][C:21]3[N:22]=[N:23][C:24]([C:27]4[CH:32]=[CH:31][C:30]([C:33]([F:36])([F:34])[F:35])=[CH:29][C:28]=4[Cl:37])=[CH:25][CH:26]=3)=[CH:15][CH:14]=1)[O:8][CH2:7][CH2:6][CH:5]2[C:39]([O-:41])=[O:40].[Na+:44]. The catalyst class is: 5. (6) Reactant: [CH3:1][S:2][CH2:3][CH2:4][CH2:5][NH:6][S:7]([C:10]1[C:15]([Cl:16])=[CH:14][CH:13]=[C:12]([N+:17]([O-])=O)[C:11]=1[OH:20])(=[O:9])=[O:8].[H][H]. Product: [CH3:1][S:2][CH2:3][CH2:4][CH2:5][NH:6][S:7]([C:10]1[C:15]([Cl:16])=[CH:14][CH:13]=[C:12]([NH2:17])[C:11]=1[OH:20])(=[O:9])=[O:8]. The catalyst class is: 45. (7) Reactant: B(Br)(Br)Br.[CH3:5][C:6]1([CH:14]2[NH:20][C:19](=[O:21])[CH2:18][CH2:17][CH2:16][CH2:15]2)[CH:11]=[CH:10][CH:9]=[C:8]([O:12]C)[CH2:7]1. Product: [CH3:5][C:6]1([CH:14]2[NH:20][C:19](=[O:21])[CH2:18][CH2:17][CH2:16][CH2:15]2)[CH:11]=[CH:10][CH:9]=[C:8]([OH:12])[CH2:7]1. The catalyst class is: 22. (8) Reactant: C(OC(=O)[NH:7][CH:8]([NH:17][CH2:18][CH2:19][C:20]1[CH:25]=[CH:24][C:23]([C:26]2[N:27]=[C:28]([NH:42][C:43](=[O:45])[CH3:44])[S:29][C:30]=2[CH2:31][C:32]2[CH:37]=[CH:36][C:35]([S:38]([CH3:41])(=[O:40])=[O:39])=[CH:34][CH:33]=2)=[CH:22][CH:21]=1)[NH:9]C(=O)OC(C)(C)C)(C)(C)C.CO.[ClH:49]. Product: [ClH:49].[NH2:9][C:8]([NH:17][CH2:18][CH2:19][C:20]1[CH:25]=[CH:24][C:23]([C:26]2[N:27]=[C:28]([NH:42][C:43](=[O:45])[CH3:44])[S:29][C:30]=2[CH2:31][C:32]2[CH:37]=[CH:36][C:35]([S:38]([CH3:41])(=[O:40])=[O:39])=[CH:34][CH:33]=2)=[CH:22][CH:21]=1)=[NH:7]. The catalyst class is: 12.